From a dataset of Forward reaction prediction with 1.9M reactions from USPTO patents (1976-2016). Predict the product of the given reaction. (1) Given the reactants [Cl:1][C:2]1[CH:10]=[C:9]2[C:5]([C:6]([C:11]([N:13]3[CH2:18][CH2:17][N:16]([C:19]4[CH:24]=[CH:23][CH:22]=[CH:21][C:20]=4[O:25][CH2:26][CH3:27])[CH2:15][CH2:14]3)=[O:12])=[CH:7][NH:8]2)=[CH:4][CH:3]=1.Cl[CH2:29][CH2:30][N:31]([CH3:33])[CH3:32], predict the reaction product. The product is: [Cl:1][C:2]1[CH:10]=[C:9]2[C:5]([C:6]([C:11]([N:13]3[CH2:18][CH2:17][N:16]([C:19]4[CH:24]=[CH:23][CH:22]=[CH:21][C:20]=4[O:25][CH2:26][CH3:27])[CH2:15][CH2:14]3)=[O:12])=[CH:7][N:8]2[CH2:29][CH2:30][N:31]([CH3:33])[CH3:32])=[CH:4][CH:3]=1. (2) Given the reactants [C:1]1([C:7]([C:15]2[CH:20]=[CH:19][CH:18]=[CH:17][CH:16]=2)([CH:9]2[CH2:14][CH2:13][NH:12][CH2:11][CH2:10]2)[OH:8])[CH:6]=[CH:5][CH:4]=[CH:3][CH:2]=1.[C:21]([C:25]1[CH:30]=[CH:29][C:28]([CH2:31][CH2:32][CH2:33][CH2:34]Cl)=[CH:27][CH:26]=1)([CH3:24])([CH3:23])[CH3:22].C(=O)([O-])[O-].[K+].[K+], predict the reaction product. The product is: [C:21]([C:25]1[CH:26]=[CH:27][C:28]([CH2:31][CH2:32][CH2:33][CH2:34][N:12]2[CH2:13][CH2:14][CH:9]([C:7]([C:15]3[CH:20]=[CH:19][CH:18]=[CH:17][CH:16]=3)([C:1]3[CH:2]=[CH:3][CH:4]=[CH:5][CH:6]=3)[OH:8])[CH2:10][CH2:11]2)=[CH:29][CH:30]=1)([CH3:24])([CH3:23])[CH3:22].